From a dataset of Full USPTO retrosynthesis dataset with 1.9M reactions from patents (1976-2016). Predict the reactants needed to synthesize the given product. The reactants are: Br.[Cl:2][C:3]1[CH:36]=[CH:35][C:6]([CH2:7][CH:8]2[N:13]3C(=O)C(N)[CH2:16][N:17]([S:18]([C:21]4[CH:26]=[CH:25][C:24]([Cl:27])=[CH:23][C:22]=4[Cl:28])(=[O:20])=[O:19])[CH:12]3[CH2:11][N:10]([CH:31]([CH3:33])[CH3:32])[C:9]2=[O:34])=[CH:5][CH:4]=1.[C:37]([OH:40])(=O)[CH3:38].[CH2:41]=O.[C:43]([BH3-])#[N:44].[Na+]. Given the product [Cl:2][C:3]1[CH:4]=[CH:5][C:6]([CH2:7][CH:8]2[N:13]3[C:37](=[O:40])[CH:38]([N:44]([CH3:43])[CH3:41])[CH2:16][N:17]([S:18]([C:21]4[CH:26]=[CH:25][C:24]([Cl:27])=[CH:23][C:22]=4[Cl:28])(=[O:20])=[O:19])[CH:12]3[CH2:11][N:10]([CH:31]([CH3:32])[CH3:33])[C:9]2=[O:34])=[CH:35][CH:36]=1, predict the reactants needed to synthesize it.